This data is from Full USPTO retrosynthesis dataset with 1.9M reactions from patents (1976-2016). The task is: Predict the reactants needed to synthesize the given product. (1) The reactants are: [O:1]1[CH2:6][CH2:5][CH:4]([CH2:7][OH:8])[CH2:3][CH2:2]1.F[C:10]1[CH:15]=[CH:14][C:13]([S:16]([N:19]([C:25]2[CH:30]=[CH:29][C:28]([CH:31]([CH3:33])[CH3:32])=[CH:27][N:26]=2)[CH:20]([CH:22]([CH3:24])[CH3:23])[CH3:21])(=[O:18])=[O:17])=[CH:12][CH:11]=1.[H-].[Na+]. Given the product [CH:31]([C:28]1[CH:29]=[CH:30][C:25]([N:19]([CH:20]([CH:22]([CH3:24])[CH3:23])[CH3:21])[S:16]([C:13]2[CH:12]=[CH:11][C:10]([O:8][CH2:7][CH:4]3[CH2:5][CH2:6][O:1][CH2:2][CH2:3]3)=[CH:15][CH:14]=2)(=[O:17])=[O:18])=[N:26][CH:27]=1)([CH3:33])[CH3:32], predict the reactants needed to synthesize it. (2) Given the product [CH3:33][O:32][C:30]([NH:1][C:2]1[CH:3]=[C:4]2[C:9](=[CH:10][CH:11]=1)[N:8]=[C:7]([CH3:12])[N:6]=[C:5]2[N:13]([C:15]1[CH:20]=[CH:19][C:18]([O:21][CH3:22])=[CH:17][CH:16]=1)[CH3:14])=[O:31], predict the reactants needed to synthesize it. The reactants are: [NH2:1][C:2]1[CH:3]=[C:4]2[C:9](=[CH:10][CH:11]=1)[N:8]=[C:7]([CH3:12])[N:6]=[C:5]2[N:13]([C:15]1[CH:20]=[CH:19][C:18]([O:21][CH3:22])=[CH:17][CH:16]=1)[CH3:14].C(=O)([O-])[O-].[K+].[K+].Cl[C:30]([O:32][CH3:33])=[O:31]. (3) Given the product [F:35][C:36]([F:55])([F:54])[S:37]([O:27][C:9]1[CH:8]=[C:7]2[C@@:5]3([CH2:4][O:3][C:2]([NH2:1])=[N:6]3)[C:19]3[C:14](=[N:15][CH:16]=[C:17]([C:20]4[CH:25]=[CH:24][C:23]([CH3:26])=[CH:22][CH:21]=4)[CH:18]=3)[O:13][C:12]2=[CH:11][CH:10]=1)(=[O:39])=[O:38], predict the reactants needed to synthesize it. The reactants are: [NH2:1][C:2]1[O:3][CH2:4][C@:5]2([C:19]3[C:14](=[N:15][CH:16]=[C:17]([C:20]4[CH:25]=[CH:24][C:23]([CH3:26])=[CH:22][CH:21]=4)[CH:18]=3)[O:13][C:12]3[C:7]2=[CH:8][C:9]([OH:27])=[CH:10][CH:11]=3)[N:6]=1.C(N(CC)CC)C.[F:35][C:36]([F:55])([F:54])[S:37](N(C1C=CC=CC=1)[S:37]([C:36]([F:55])([F:54])[F:35])(=[O:39])=[O:38])(=[O:39])=[O:38].